Dataset: NCI-60 drug combinations with 297,098 pairs across 59 cell lines. Task: Regression. Given two drug SMILES strings and cell line genomic features, predict the synergy score measuring deviation from expected non-interaction effect. (1) Drug 1: CC1=C(C=C(C=C1)NC(=O)C2=CC=C(C=C2)CN3CCN(CC3)C)NC4=NC=CC(=N4)C5=CN=CC=C5. Drug 2: N.N.Cl[Pt+2]Cl. Cell line: T-47D. Synergy scores: CSS=14.6, Synergy_ZIP=-7.27, Synergy_Bliss=-5.56, Synergy_Loewe=-3.72, Synergy_HSA=-2.94. (2) Drug 2: CN1C=C(C=N1)C2=C3N=C(C(=C(N3N=C2)N)Br)C4CCCNC4. Drug 1: C1=CC=C(C=C1)NC(=O)CCCCCCC(=O)NO. Synergy scores: CSS=52.0, Synergy_ZIP=4.70, Synergy_Bliss=5.08, Synergy_Loewe=-0.441, Synergy_HSA=7.30. Cell line: UACC62. (3) Drug 1: CCN(CC)CCNC(=O)C1=C(NC(=C1C)C=C2C3=C(C=CC(=C3)F)NC2=O)C. Drug 2: CN1C2=C(C=C(C=C2)N(CCCl)CCCl)N=C1CCCC(=O)O.Cl. Cell line: MALME-3M. Synergy scores: CSS=3.67, Synergy_ZIP=-1.28, Synergy_Bliss=-0.264, Synergy_Loewe=2.51, Synergy_HSA=-0.537. (4) Drug 1: CN(C)C1=NC(=NC(=N1)N(C)C)N(C)C. Drug 2: C1=CC=C(C=C1)NC(=O)CCCCCCC(=O)NO. Cell line: NCI/ADR-RES. Synergy scores: CSS=27.9, Synergy_ZIP=-0.159, Synergy_Bliss=-0.464, Synergy_Loewe=-45.0, Synergy_HSA=-1.72. (5) Drug 1: C1=CC(=C2C(=C1NCCNCCO)C(=O)C3=C(C=CC(=C3C2=O)O)O)NCCNCCO. Drug 2: CC(C)NC(=O)C1=CC=C(C=C1)CNNC.Cl. Cell line: MOLT-4. Synergy scores: CSS=49.0, Synergy_ZIP=-2.30, Synergy_Bliss=-5.43, Synergy_Loewe=-31.7, Synergy_HSA=-4.80.